Dataset: Buchwald-Hartwig C-N cross coupling reaction yields with 55,370 reactions. Task: Predict the reaction yield, written as a fraction of the theoretical maximum amount of product (1.0 means a 100% yield; for example, 0.34 means a 34% yield). (1) The reactants are CCc1ccc(Br)cc1.Cc1ccc(N)cc1.O=S(=O)(O[Pd]1c2ccccc2-c2ccccc2N~1)C(F)(F)F.COc1ccc(OC)c(P(C(C)(C)C)C(C)(C)C)c1-c1c(C(C)C)cc(C(C)C)cc1C(C)C.CN1CCCN2CCCN=C12.c1ccc(CN(Cc2ccccc2)c2ccon2)cc1. No catalyst specified. The product is CCc1ccc(Nc2ccc(C)cc2)cc1. The yield is 0.742. (2) The reactants are Clc1cccnc1.Cc1ccc(N)cc1.O=S(=O)(O[Pd]1c2ccccc2-c2ccccc2N~1)C(F)(F)F.COc1ccc(OC)c(P([C@]23C[C@H]4C[C@H](C[C@H](C4)C2)C3)[C@]23C[C@H]4C[C@H](C[C@H](C4)C2)C3)c1-c1c(C(C)C)cc(C(C)C)cc1C(C)C.CCN=P(N=P(N(C)C)(N(C)C)N(C)C)(N(C)C)N(C)C.Cc1cc(-n2cccc2)no1. The product is Cc1ccc(Nc2cccnc2)cc1. No catalyst specified. The yield is 0.0290. (3) The reactants are Clc1ccccn1.Cc1ccc(N)cc1.O=S(=O)(O[Pd]1c2ccccc2-c2ccccc2N~1)C(F)(F)F.CC(C)c1cc(C(C)C)c(-c2ccccc2P(C2CCCCC2)C2CCCCC2)c(C(C)C)c1.CN1CCCN2CCCN=C12.c1ccc(-c2ccno2)cc1. No catalyst specified. The product is Cc1ccc(Nc2ccccn2)cc1. The yield is 0.237. (4) The yield is 0.343. No catalyst specified. The reactants are COc1ccc(I)cc1.Cc1ccc(N)cc1.O=S(=O)(O[Pd]1c2ccccc2-c2ccccc2N~1)C(F)(F)F.COc1ccc(OC)c(P([C@]23C[C@H]4C[C@H](C[C@H](C4)C2)C3)[C@]23C[C@H]4C[C@H](C[C@H](C4)C2)C3)c1-c1c(C(C)C)cc(C(C)C)cc1C(C)C.CN(C)C(=NC(C)(C)C)N(C)C.COC(=O)c1cc(-c2cccs2)on1. The product is COc1ccc(Nc2ccc(C)cc2)cc1.